From a dataset of Full USPTO retrosynthesis dataset with 1.9M reactions from patents (1976-2016). Predict the reactants needed to synthesize the given product. (1) The reactants are: [NH2:1][C:2]1[CH:7]=[CH:6][C:5]([Cl:8])=[CH:4][C:3]=1[C:9]([C:11]1[CH:16]=[CH:15][N:14]=[CH:13][CH:12]=1)=[O:10].[Br:17][C:18]1[CH:23]=[CH:22][C:21]([S:24](Cl)(=[O:26])=[O:25])=[CH:20][CH:19]=1. Given the product [Br:17][C:18]1[CH:23]=[CH:22][C:21]([S:24]([NH:1][C:2]2[CH:7]=[CH:6][C:5]([Cl:8])=[CH:4][C:3]=2[C:9]([C:11]2[CH:16]=[CH:15][N:14]=[CH:13][CH:12]=2)=[O:10])(=[O:26])=[O:25])=[CH:20][CH:19]=1, predict the reactants needed to synthesize it. (2) Given the product [Cl:26][C:27]1[CH:28]=[C:29]2[C:33](=[CH:34][CH:35]=1)[N:32]([CH2:36][CH2:37][C:38]1[CH:43]=[CH:42][CH:41]=[CH:40][CH:39]=1)[C:31](=[O:44])[C:30]2([OH:45])[CH2:54][C:49]1[C:48]([O:47][CH3:46])=[CH:53][CH:52]=[CH:51][N:50]=1, predict the reactants needed to synthesize it. The reactants are: BrC1C(CC2(O)C3C(=CC=C(C)C=3)N(CCC(C)C)C2=O)=NC=CC=1.[Cl:26][C:27]1[CH:28]=[C:29]2[C:33](=[CH:34][CH:35]=1)[N:32]([CH2:36][CH2:37][C:38]1[CH:43]=[CH:42][CH:41]=[CH:40][CH:39]=1)[C:31](=[O:44])[C:30]2=[O:45].[CH3:46][O:47][C:48]1[C:49]([CH3:54])=[N:50][CH:51]=[CH:52][CH:53]=1.